This data is from NCI-60 drug combinations with 297,098 pairs across 59 cell lines. The task is: Regression. Given two drug SMILES strings and cell line genomic features, predict the synergy score measuring deviation from expected non-interaction effect. (1) Drug 1: CC1=C(C(=O)C2=C(C1=O)N3CC4C(C3(C2COC(=O)N)OC)N4)N. Drug 2: C1C(C(OC1N2C=NC(=NC2=O)N)CO)O. Cell line: OVCAR3. Synergy scores: CSS=7.60, Synergy_ZIP=-1.10, Synergy_Bliss=1.50, Synergy_Loewe=-13.1, Synergy_HSA=-9.36. (2) Drug 1: C1CN1P(=S)(N2CC2)N3CC3. Drug 2: CCC1(C2=C(COC1=O)C(=O)N3CC4=CC5=C(C=CC(=C5CN(C)C)O)N=C4C3=C2)O.Cl. Cell line: LOX IMVI. Synergy scores: CSS=56.8, Synergy_ZIP=-1.37, Synergy_Bliss=2.25, Synergy_Loewe=4.19, Synergy_HSA=7.69. (3) Drug 1: COC1=CC(=CC(=C1O)OC)C2C3C(COC3=O)C(C4=CC5=C(C=C24)OCO5)OC6C(C(C7C(O6)COC(O7)C8=CC=CS8)O)O. Drug 2: C1CCC(C(C1)N)N.C(=O)(C(=O)[O-])[O-].[Pt+4]. Cell line: SK-MEL-28. Synergy scores: CSS=14.8, Synergy_ZIP=-7.60, Synergy_Bliss=-1.87, Synergy_Loewe=-6.07, Synergy_HSA=-1.76. (4) Drug 1: C1CN1P(=S)(N2CC2)N3CC3. Drug 2: CCC1(C2=C(COC1=O)C(=O)N3CC4=CC5=C(C=CC(=C5CN(C)C)O)N=C4C3=C2)O.Cl. Cell line: NCI-H322M. Synergy scores: CSS=0.492, Synergy_ZIP=1.65, Synergy_Bliss=2.14, Synergy_Loewe=-14.4, Synergy_HSA=-4.82.